Dataset: Catalyst prediction with 721,799 reactions and 888 catalyst types from USPTO. Task: Predict which catalyst facilitates the given reaction. (1) Reactant: [CH3:1][C@@H:2]1[CH2:11][C:10]2[C:5](=[CH:6][CH:7]=[C:8]([C@@H:12]3[CH2:17][N:16]4[CH2:18][CH2:19][N:20](C(OCC5C=CC=CC=5)=O)[CH2:21][C@H:15]4[CH2:14][N:13]3[C:32]([O:34][C:35]([CH3:38])([CH3:37])[CH3:36])=[O:33])[CH:9]=2)[C:4](=[O:39])[O:3]1. Product: [CH3:1][C@@H:2]1[CH2:11][C:10]2[C:5](=[CH:6][CH:7]=[C:8]([C@@H:12]3[CH2:17][N:16]4[CH2:18][CH2:19][NH:20][CH2:21][C@H:15]4[CH2:14][N:13]3[C:32]([O:34][C:35]([CH3:38])([CH3:37])[CH3:36])=[O:33])[CH:9]=2)[C:4](=[O:39])[O:3]1. The catalyst class is: 19. (2) Reactant: C([N:8]1[CH:13]2[CH:14]([OH:18])[C:15](=[O:17])[CH2:16][CH:9]1[CH2:10][O:11][CH2:12]2)C1C=CC=CC=1.[CH3:31][C:30]([O:29][C:27](O[C:27]([O:29][C:30]([CH3:33])([CH3:32])[CH3:31])=[O:28])=[O:28])([CH3:33])[CH3:32]. Product: [OH:18][CH:14]1[C:15](=[O:17])[CH2:16][CH:9]2[N:8]([C:27]([O:29][C:30]([CH3:31])([CH3:32])[CH3:33])=[O:28])[CH:13]1[CH2:12][O:11][CH2:10]2. The catalyst class is: 19. (3) Reactant: [CH:1]1([C@@H:7]([NH:9][C:10]([C:12]2[C:21]3[C:16](=[CH:17][CH:18]=[CH:19][CH:20]=3)[N:15]=[C:14]([C:22]3[CH:27]=[CH:26][CH:25]=[CH:24][CH:23]=3)[C:13]=2[CH2:28][N:29]2[CH2:34][CH2:33][NH:32][CH2:31][CH2:30]2)=[O:11])[CH3:8])[CH2:6][CH2:5][CH2:4][CH2:3][CH2:2]1.[CH2:35]1[O:37][C@H:36]1[CH2:38][OH:39].C([O-])([O-])=O.[K+].[K+]. Product: [CH:1]1([C@@H:7]([NH:9][C:10]([C:12]2[C:21]3[C:16](=[CH:17][CH:18]=[CH:19][CH:20]=3)[N:15]=[C:14]([C:22]3[CH:23]=[CH:24][CH:25]=[CH:26][CH:27]=3)[C:13]=2[CH2:28][N:29]2[CH2:34][CH2:33][N:32]([CH2:35][C@H:36]([OH:37])[CH2:38][OH:39])[CH2:31][CH2:30]2)=[O:11])[CH3:8])[CH2:6][CH2:5][CH2:4][CH2:3][CH2:2]1. The catalyst class is: 23. (4) Reactant: C(=O)([O-])[O-].[K+].[K+].[CH2:7]([N:10]=[C:11]=[O:12])[CH2:8][CH3:9].[CH3:13][C:14]1[NH:18][N:17]=[C:16]([O:19][C:20]2[CH:25]=[CH:24][C:23]([N+:26]([O-:28])=[O:27])=[CH:22][C:21]=2[C:29]([F:32])([F:31])[F:30])[CH:15]=1.Cl. Product: [CH2:7]([NH:10][C:11]([N:18]1[C:14]([CH3:13])=[CH:15][C:16]([O:19][C:20]2[CH:25]=[CH:24][C:23]([N+:26]([O-:28])=[O:27])=[CH:22][C:21]=2[C:29]([F:30])([F:31])[F:32])=[N:17]1)=[O:12])[CH2:8][CH3:9]. The catalyst class is: 13. (5) Reactant: [O-]CC.[Na+].[CH2:5]([O:12][C:13]1[CH:18]=[C:17]([O:19][CH2:20][C:21]2[CH:26]=[CH:25][CH:24]=[CH:23][CH:22]=2)[C:16]([C:27]([CH3:30])([CH3:29])[CH3:28])=[CH:15][C:14]=1[C:31](=[O:33])[CH3:32])[C:6]1[CH:11]=[CH:10][CH:9]=[CH:8][CH:7]=1.[C:34](OCC)(=[O:40])[C:35]([O:37][CH2:38][CH3:39])=[O:36].Cl. Product: [CH2:38]([O:37][C:35](=[O:36])[C:34]([OH:40])=[CH:32][C:31]([C:14]1[CH:15]=[C:16]([C:27]([CH3:29])([CH3:28])[CH3:30])[C:17]([O:19][CH2:20][C:21]2[CH:22]=[CH:23][CH:24]=[CH:25][CH:26]=2)=[CH:18][C:13]=1[O:12][CH2:5][C:6]1[CH:7]=[CH:8][CH:9]=[CH:10][CH:11]=1)=[O:33])[CH3:39]. The catalyst class is: 40. (6) Reactant: [CH2:1]([O:8][C:9]1[C:14]([CH2:15][OH:16])=[CH:13][N:12]=[C:11]([S:17][CH3:18])[N:10]=1)[C:2]1[CH:7]=[CH:6][CH:5]=[CH:4][CH:3]=1. Product: [CH2:1]([O:8][C:9]1[C:14]([CH:15]=[O:16])=[CH:13][N:12]=[C:11]([S:17][CH3:18])[N:10]=1)[C:2]1[CH:3]=[CH:4][CH:5]=[CH:6][CH:7]=1. The catalyst class is: 661. (7) Reactant: [Cl:1][C:2]1[CH:19]=[CH:18][C:5]2[NH:6][C:7](=[O:17])[CH2:8][N:9]=[C:10]([C:11]3[CH:16]=[CH:15][CH:14]=[CH:13][CH:12]=3)[C:4]=2[CH:3]=1.[H-].[Na+].I[CH3:23].O. Product: [Cl:1][C:2]1[CH:19]=[CH:18][C:5]2[N:6]([CH3:23])[C:7](=[O:17])[CH2:8][N:9]=[C:10]([C:11]3[CH:16]=[CH:15][CH:14]=[CH:13][CH:12]=3)[C:4]=2[CH:3]=1. The catalyst class is: 3. (8) Reactant: [C:1]([O:5][C:6]([NH:8][C:9]1[C:13]2=[N:14][CH:15]=[C:16]([CH2:18][CH2:19][CH3:20])[CH:17]=[C:12]2[O:11][C:10]=1[C:21]([O:23]CC)=[O:22])=[O:7])([CH3:4])([CH3:3])[CH3:2].[Li+].[OH-].C1COCC1.CO. Product: [C:1]([O:5][C:6]([NH:8][C:9]1[C:13]2=[N:14][CH:15]=[C:16]([CH2:18][CH2:19][CH3:20])[CH:17]=[C:12]2[O:11][C:10]=1[C:21]([OH:23])=[O:22])=[O:7])([CH3:2])([CH3:3])[CH3:4]. The catalyst class is: 6. (9) Reactant: [Cl:1][C:2]1[CH:7]=[CH:6][C:5]([CH2:8][C:9]2[C:18]3[C:13](=[CH:14][CH:15]=[CH:16][CH:17]=3)[C:12](=[O:19])[N:11]([CH2:20][C@H:21]3[CH2:25][CH2:24][CH2:23][N:22]3[CH2:26][CH2:27][CH2:28][CH2:29][C:30]3[CH:35]=[CH:34][C:33]([O:36]C)=[CH:32][CH:31]=3)[N:10]=2)=[CH:4][CH:3]=1.B(Br)(Br)Br. Product: [Cl:1][C:2]1[CH:7]=[CH:6][C:5]([CH2:8][C:9]2[C:18]3[C:13](=[CH:14][CH:15]=[CH:16][CH:17]=3)[C:12](=[O:19])[N:11]([CH2:20][C@H:21]3[CH2:25][CH2:24][CH2:23][N:22]3[CH2:26][CH2:27][CH2:28][CH2:29][C:30]3[CH:31]=[CH:32][C:33]([OH:36])=[CH:34][CH:35]=3)[N:10]=2)=[CH:4][CH:3]=1. The catalyst class is: 2. (10) Reactant: [Cl:1][C:2]1[CH:3]=[C:4]2[C:8](=[CH:9][CH:10]=1)[N:7]([C:11]1[CH:16]=[CH:15][CH:14]=[C:13]([C:17]([F:20])([F:19])[F:18])[CH:12]=1)[C:6]([CH:21]([NH:28][C:29]1[CH:34]=[CH:33][C:32]([C:35]([NH:37][CH2:38][CH2:39][C:40]([O:42]CC)=[O:41])=[O:36])=[CH:31][CH:30]=1)[CH2:22][CH2:23][CH2:24][CH2:25][CH2:26][CH3:27])=[CH:5]2.O1CCCC1.[OH-].[Na+]. Product: [Cl:1][C:2]1[CH:3]=[C:4]2[C:8](=[CH:9][CH:10]=1)[N:7]([C:11]1[CH:16]=[CH:15][CH:14]=[C:13]([C:17]([F:20])([F:19])[F:18])[CH:12]=1)[C:6]([CH:21]([NH:28][C:29]1[CH:34]=[CH:33][C:32]([C:35]([NH:37][CH2:38][CH2:39][C:40]([OH:42])=[O:41])=[O:36])=[CH:31][CH:30]=1)[CH2:22][CH2:23][CH2:24][CH2:25][CH2:26][CH3:27])=[CH:5]2. The catalyst class is: 8.